This data is from Reaction yield outcomes from USPTO patents with 853,638 reactions. The task is: Predict the reaction yield, written as a fraction of the theoretical maximum amount of product (1.0 means a 100% yield; for example, 0.34 means a 34% yield). (1) The reactants are [Cl:1][C:2]1[CH:7]=[C:6]([C:8]#[N:9])[C:5](F)=[CH:4][C:3]=1[CH2:11][C:12]([O:14][CH3:15])=[O:13].[C:16](=O)([O-])[O-:17].[K+].[K+]. The catalyst is CO. The product is [Cl:1][C:2]1[CH:7]=[C:6]([C:8]#[N:9])[C:5]([O:17][CH3:16])=[CH:4][C:3]=1[CH2:11][C:12]([O:14][CH3:15])=[O:13]. The yield is 0.400. (2) The reactants are Cl[CH2:2][CH2:3][CH2:4][O:5][C:6]1[CH:7]=[C:8]2[CH:14]=[C:13]([C:15]([N:17]3[CH2:22][CH2:21][C:20]([F:24])([F:23])[CH2:19][CH2:18]3)=[O:16])[NH:12][C:9]2=[N:10][CH:11]=1.Cl.[CH3:26][C@H:27]1[CH2:31][CH2:30][CH2:29][NH:28]1.C(=O)([O-])[O-].[K+].[K+]. The catalyst is C(#N)C. The product is [F:23][C:20]1([F:24])[CH2:21][CH2:22][N:17]([C:15]([C:13]2[NH:12][C:9]3=[N:10][CH:11]=[C:6]([O:5][CH2:4][CH2:3][CH2:2][N:28]4[CH2:29][CH2:30][CH2:31][C@@H:27]4[CH3:26])[CH:7]=[C:8]3[CH:14]=2)=[O:16])[CH2:18][CH2:19]1. The yield is 0.570. (3) The reactants are [O:1]1[C:5]2[C:6]3[C:7](=[CH:13][CH2:14][NH2:15])[CH2:8][CH2:9][C:10]=3[CH:11]=[CH:12][C:4]=2[N:3]=[CH:2]1.C(N(CC)CC)C.[C:23](OC(=O)C)(=[O:25])[CH3:24].C(=O)([O-])O.[Na+]. The catalyst is O1CCCC1. The product is [O:1]1[C:5]2[C:6]3[C:7](=[CH:13][CH2:14][NH:15][C:23](=[O:25])[CH3:24])[CH2:8][CH2:9][C:10]=3[CH:11]=[CH:12][C:4]=2[N:3]=[CH:2]1. The yield is 0.530. (4) The reactants are Br[C:2]1[CH:3]=[C:4]2[C:10]([C:11]3[CH:16]=[CH:15][CH:14]=[CH:13][C:12]=3[O:17][CH3:18])=[CH:9][NH:8][C:5]2=[N:6][CH:7]=1.C([N:26]1[CH:30]=[CH:29][CH:28]=[C:27]1B(O)O)(OC(C)(C)C)=O.C(=O)([O-])[O-].[Na+].[Na+]. The catalyst is C1C=CC([PH+]([C]2[CH][CH][CH][CH]2)C2C=CC=CC=2)=CC=1.C1C=CC([PH+]([C]2[CH][CH][CH][CH]2)C2C=CC=CC=2)=CC=1.C(Cl)Cl.Cl[Pd]Cl.[Fe].C(#N)C. The product is [CH3:18][O:17][C:12]1[CH:13]=[CH:14][CH:15]=[CH:16][C:11]=1[C:10]1[C:4]2[C:5](=[N:6][CH:7]=[C:2]([C:27]3[NH:26][CH:30]=[CH:29][CH:28]=3)[CH:3]=2)[NH:8][CH:9]=1. The yield is 0.300. (5) The reactants are [CH2:1]([O:3][P:4]([CH2:9][C:10]1[CH:15]=[CH:14][C:13]([NH:16][C:17](=[O:31])[CH2:18][CH2:19][C:20]2[CH:21]=[N:22][O:23][C:24]=2[C:25]2[CH:30]=[CH:29][CH:28]=[CH:27][CH:26]=2)=[CH:12][CH:11]=1)([O:6]CC)=[O:5])[CH3:2].C[Si](Br)(C)C. The catalyst is C(#N)C. The product is [CH2:1]([O:3][P:4]([CH2:9][C:10]1[CH:15]=[CH:14][C:13]([NH:16][C:17](=[O:31])[CH2:18][CH2:19][C:20]2[CH:21]=[N:22][O:23][C:24]=2[C:25]2[CH:30]=[CH:29][CH:28]=[CH:27][CH:26]=2)=[CH:12][CH:11]=1)([OH:6])=[O:5])[CH3:2]. The yield is 0.670. (6) The reactants are Cl[C:2]1[N:7]=[C:6]([CH3:8])[C:5]([CH:9]([CH2:14][CH2:15][CH3:16])[C:10]([O:12][CH3:13])=[O:11])=[C:4]([C:17]2[CH:22]=[CH:21][C:20]([CH3:23])=[CH:19][CH:18]=2)[N:3]=1.[CH2:24]([N:31]1[CH2:37][CH2:36][CH2:35][NH:34][CH2:33][CH2:32]1)[C:25]1[CH:30]=[CH:29][CH:28]=[CH:27][CH:26]=1.C(N(CC)CC)C. The catalyst is O1CCCC1. The product is [CH2:24]([N:31]1[CH2:37][CH2:36][CH2:35][N:34]([C:2]2[N:7]=[C:6]([CH3:8])[C:5]([CH:9]([CH2:14][CH2:15][CH3:16])[C:10]([O:12][CH3:13])=[O:11])=[C:4]([C:17]3[CH:22]=[CH:21][C:20]([CH3:23])=[CH:19][CH:18]=3)[N:3]=2)[CH2:33][CH2:32]1)[C:25]1[CH:26]=[CH:27][CH:28]=[CH:29][CH:30]=1. The yield is 0.540.